This data is from Catalyst prediction with 721,799 reactions and 888 catalyst types from USPTO. The task is: Predict which catalyst facilitates the given reaction. (1) Reactant: [H-].[Al+3].[Li+].[H-].[H-].[H-].[CH2:7]([N:14]1[C@@H:18]([CH3:19])[C@H:17]([O:20][CH2:21][C:22]2[CH:27]=[CH:26][CH:25]=[CH:24][CH:23]=2)[CH2:16][C:15]1=O)[C:8]1[CH:13]=[CH:12][CH:11]=[CH:10][CH:9]=1.O. Product: [CH2:7]([N:14]1[CH2:15][CH2:16][C@@H:17]([O:20][CH2:21][C:22]2[CH:27]=[CH:26][CH:25]=[CH:24][CH:23]=2)[C@@H:18]1[CH3:19])[C:8]1[CH:9]=[CH:10][CH:11]=[CH:12][CH:13]=1. The catalyst class is: 1. (2) Reactant: C(OC)(=O)C1C(=CC=CC=1)O.C1(P(C2C=CC=CC=2)C2C=CC=CC=2)C=CC=CC=1.CN(C)C(N=NC(N(C)C)=O)=O.C([NH:62][C:63]1[S:64][CH:65]=[C:66]([CH2:68][CH2:69][O:70][C:71]2[CH:80]=[CH:79][CH:78]=[CH:77][C:72]=2[C:73]([O:75][CH3:76])=[O:74])[N:67]=1)(C1C=CC=CC=1)(C1C=CC=CC=1)C1C=CC=CC=1.Cl. Product: [NH2:62][C:63]1[S:64][CH:65]=[C:66]([CH2:68][CH2:69][O:70][C:71]2[CH:80]=[CH:79][CH:78]=[CH:77][C:72]=2[C:73]([O:75][CH3:76])=[O:74])[N:67]=1. The catalyst class is: 36. (3) Reactant: Br[C:2]1[CH:7]=[CH:6][C:5]([C:8]2[O:12][N:11]=[C:10]([CH3:13])[C:9]=2[CH:14]([OH:20])[C:15]([F:19])([F:18])[CH:16]=[CH2:17])=[CH:4][CH:3]=1.[CH2:21]([O:23][C:24]([C:26]1([C:29]2[CH:34]=[CH:33][C:32](B3OC(C)(C)C(C)(C)O3)=[CH:31][CH:30]=2)[CH2:28][CH2:27]1)=[O:25])[CH3:22]. Product: [CH2:21]([O:23][C:24]([C:26]1([C:29]2[CH:34]=[CH:33][C:32]([C:2]3[CH:7]=[CH:6][C:5]([C:8]4[O:12][N:11]=[C:10]([CH3:13])[C:9]=4[CH:14]([OH:20])[C:15]([F:19])([F:18])[CH:16]=[CH2:17])=[CH:4][CH:3]=3)=[CH:31][CH:30]=2)[CH2:27][CH2:28]1)=[O:25])[CH3:22]. The catalyst class is: 235. (4) Reactant: [CH2:1]([C:4]#[N:5])[C:2]#[N:3].[H-].[Na+].[CH3:8][O:9][C:10](=[O:15])[C:11](Br)([CH3:13])[CH3:12].C(=O)([O-])O.[Na+]. Product: [CH3:8][O:9][C:10](=[O:15])[C:11]([CH3:13])([CH3:12])[CH:1]([C:4]#[N:5])[C:2]#[N:3]. The catalyst class is: 1. (5) Reactant: [Li+].CC([N-]C(C)C)C.[CH2:9]([C:15]1[CH:19]=[CH:18][S:17][C:16]=1[Si:20]([CH3:23])([CH3:22])[CH3:21])[CH2:10][CH2:11][CH2:12][CH2:13][CH3:14].[CH2:24]([O:26][CH2:27][CH2:28][O:29][C:30]1[CH:35]=[CH:34][C:33]([CH2:36][CH2:37][Ge:38](Cl)([CH3:40])[CH3:39])=[CH:32][CH:31]=1)[CH3:25]. The catalyst class is: 1. Product: [CH2:24]([O:26][CH2:27][CH2:28][O:29][C:30]1[CH:31]=[CH:32][C:33]([CH2:36][CH2:37][Ge:38]([CH3:40])([CH3:39])[C:18]2[S:17][C:16]([Si:20]([CH3:23])([CH3:22])[CH3:21])=[C:15]([CH2:9][CH2:10][CH2:11][CH2:12][CH2:13][CH3:14])[CH:19]=2)=[CH:34][CH:35]=1)[CH3:25].